Dataset: Catalyst prediction with 721,799 reactions and 888 catalyst types from USPTO. Task: Predict which catalyst facilitates the given reaction. (1) Reactant: [CH3:1][C:2]1[O:3][C:4]([C:9]2[CH:14]=[CH:13][CH:12]=[CH:11][CH:10]=2)=[CH:5][C:6]=1[CH:7]=[O:8].[CH:15]1([Mg]Br)[CH2:19][CH2:18][CH2:17][CH2:16]1.O1CCCC1.Cl.O. Product: [CH:15]1([CH:7]([C:6]2[CH:5]=[C:4]([C:9]3[CH:14]=[CH:13][CH:12]=[CH:11][CH:10]=3)[O:3][C:2]=2[CH3:1])[OH:8])[CH2:19][CH2:18][CH2:17][CH2:16]1. The catalyst class is: 7. (2) Reactant: Cl[C:2]1[CH:7]=[CH:6][N:5]=[C:4]2[N:8]([S:26]([C:29]3[CH:35]=[CH:34][C:32]([CH3:33])=[CH:31][CH:30]=3)(=[O:28])=[O:27])[C:9]([C:11]3([OH:25])[CH2:24][C:13]4([CH2:16][N:15]([C:17]([O:19][C:20]([CH3:23])([CH3:22])[CH3:21])=[O:18])[CH2:14]4)[CH2:12]3)=[CH:10][C:3]=12.[F:36][C:37]1[CH:38]=[CH:39][C:40]([O:46][CH3:47])=[C:41](B(O)O)[CH:42]=1.[O-]P([O-])([O-])=O.[K+].[K+].[K+].C(OCC)(=O)C. Product: [F:36][C:37]1[CH:42]=[CH:41][C:40]([O:46][CH3:47])=[C:39]([C:2]2[CH:7]=[CH:6][N:5]=[C:4]3[N:8]([S:26]([C:29]4[CH:35]=[CH:34][C:32]([CH3:33])=[CH:31][CH:30]=4)(=[O:28])=[O:27])[C:9]([C:11]4([OH:25])[CH2:12][C:13]5([CH2:14][N:15]([C:17]([O:19][C:20]([CH3:23])([CH3:22])[CH3:21])=[O:18])[CH2:16]5)[CH2:24]4)=[CH:10][C:3]=23)[CH:38]=1. The catalyst class is: 30.